From a dataset of Reaction yield outcomes from USPTO patents with 853,638 reactions. Predict the reaction yield, written as a fraction of the theoretical maximum amount of product (1.0 means a 100% yield; for example, 0.34 means a 34% yield). (1) No catalyst specified. The yield is 0.930. The reactants are [CH3:1][C:2]1[N:3]=[C:4]([N:12]2[CH2:17][CH2:16][CH:15]([NH:18][CH3:19])[CH2:14][CH2:13]2)[S:5][C:6]=1[C:7]([O:9][CH2:10][CH3:11])=[O:8].[Cl:20][C:21]1[N:22]=[C:23]([C:28]([OH:30])=O)[NH:24][C:25]=1[CH2:26][CH3:27].CCN=C=NCCCN(C)C.Cl.ON1C2C=CC=CC=2N=N1.CN1CCOCC1. The product is [Cl:20][C:21]1[N:22]=[C:23]([C:28]([N:18]([CH3:19])[CH:15]2[CH2:16][CH2:17][N:12]([C:4]3[S:5][C:6]([C:7]([O:9][CH2:10][CH3:11])=[O:8])=[C:2]([CH3:1])[N:3]=3)[CH2:13][CH2:14]2)=[O:30])[NH:24][C:25]=1[CH2:26][CH3:27]. (2) The reactants are [C:1]1(C)[CH:6]=CC(S([O-])(=O)=O)=C[CH:2]=1.[NH+]1C=CC=CC=1.[C:18]([OH:26])(=[O:25])[CH:19]([CH2:21][C:22]([OH:24])=[O:23])[OH:20]. The catalyst is COC(OC)(C)C. The product is [CH3:2][C:1]1([CH3:6])[O:20][CH:19]([CH2:21][C:22]([OH:24])=[O:23])[C:18](=[O:26])[O:25]1. The yield is 0.907. (3) The reactants are Br[C:2]1[CH:3]=[CH:4][C:5]([C:8]([NH:10][S:11]([C:14]2[CH:19]=[CH:18][CH:17]=[CH:16][C:15]=2[S:20](=[O:23])(=[O:22])[NH2:21])(=[O:13])=[O:12])=[O:9])=[N:6][CH:7]=1.[C:24]([CH:26]1[CH2:31][CH2:30][CH2:29][CH2:28][CH2:27]1)#[CH:25]. No catalyst specified. The product is [CH:26]1([C:24]#[C:25][C:2]2[CH:3]=[CH:4][C:5]([C:8]([NH:10][S:11]([C:14]3[CH:19]=[CH:18][CH:17]=[CH:16][C:15]=3[S:20](=[O:23])(=[O:22])[NH2:21])(=[O:13])=[O:12])=[O:9])=[N:6][CH:7]=2)[CH2:31][CH2:30][CH2:29][CH2:28][CH2:27]1. The yield is 0.0400. (4) The reactants are C([O:8][C:9]1[CH:10]=[C:11]2[C:15](=[CH:16][C:17]=1[O:18][CH3:19])[N:14]([S:20]([C:23]1[CH:28]=[CH:27][CH:26]=[CH:25][CH:24]=1)(=[O:22])=[O:21])[CH:13]=[CH:12]2)C1C=CC=CC=1.C1CCCCC=1.Cl. The catalyst is [Pd].CCO. The product is [CH3:19][O:18][C:17]1[CH:16]=[C:15]2[C:11]([CH:12]=[CH:13][N:14]2[S:20]([C:23]2[CH:28]=[CH:27][CH:26]=[CH:25][CH:24]=2)(=[O:22])=[O:21])=[CH:10][C:9]=1[OH:8]. The yield is 1.00. (5) The reactants are [F:1][CH:2]([F:27])[C:3]1[CH:4]=[CH:5][C:6]([F:26])=[C:7]([C:9]2[CH:14]=[CH:13][C:12]([C:15](OC)=[O:16])=[CH:11][C:10]=2[C:19]2[C:23]([CH3:25])([CH3:24])[CH2:22][CH2:21][CH:20]=2)[CH:8]=1.[H-].[H-].[H-].[H-].[Li+].[Al+3].[OH-].[Na+]. The catalyst is C1COCC1. The product is [F:27][CH:2]([F:1])[C:3]1[CH:4]=[CH:5][C:6]([F:26])=[C:7]([C:9]2[CH:14]=[CH:13][C:12]([CH2:15][OH:16])=[CH:11][C:10]=2[C:19]2[C:23]([CH3:24])([CH3:25])[CH2:22][CH2:21][CH:20]=2)[CH:8]=1. The yield is 0.770. (6) The reactants are [N:1]1[CH:6]=[CH:5][C:4](B(O)O)=[CH:3][CH:2]=1.[NH2:10][C:11]1[N:12]=[C:13]([N:22]2[CH2:27][CH2:26][N:25]([C:28](=[O:38])[CH2:29][O:30][C:31]3[CH:36]=[CH:35][C:34]([Cl:37])=[CH:33][CH:32]=3)[CH2:24][CH2:23]2)[C:14]2[N:20]=[C:19](Cl)[CH:18]=[CH:17][C:15]=2[N:16]=1. No catalyst specified. The product is [NH2:10][C:11]1[N:12]=[C:13]([N:22]2[CH2:27][CH2:26][N:25]([C:28](=[O:38])[CH2:29][O:30][C:31]3[CH:32]=[CH:33][C:34]([Cl:37])=[CH:35][CH:36]=3)[CH2:24][CH2:23]2)[C:14]2[N:20]=[C:19]([C:4]3[CH:5]=[CH:6][N:1]=[CH:2][CH:3]=3)[CH:18]=[CH:17][C:15]=2[N:16]=1. The yield is 0.790. (7) The reactants are [CH:1]([C@@H:4]1[C:9](=[O:10])[N:8]([C:11]2[CH:16]=[C:15]([S:17]([CH3:20])(=[O:19])=[O:18])[C:14]([C:21]([O:23][CH3:24])=[O:22])=[CH:13][C:12]=2[N+:25]([O-])=O)[CH2:7][CH2:6][N:5]1[C:28]([O:30][C:31]([CH3:34])([CH3:33])[CH3:32])=[O:29])([CH3:3])[CH3:2]. The catalyst is C1COCC1.CO.[Ni]. The product is [NH2:25][C:12]1[CH:13]=[C:14]([C:21]([O:23][CH3:24])=[O:22])[C:15]([S:17]([CH3:20])(=[O:18])=[O:19])=[CH:16][C:11]=1[N:8]1[CH2:7][CH2:6][N:5]([C:28]([O:30][C:31]([CH3:32])([CH3:33])[CH3:34])=[O:29])[C@H:4]([CH:1]([CH3:2])[CH3:3])[C:9]1=[O:10]. The yield is 1.00. (8) The reactants are [Cl:1][C:2]1[CH:10]=[C:9]2[C:5](/[C:6](=[CH:12]/[C:13]3[CH:18]=[CH:17][C:16]([Cl:19])=[CH:15][CH:14]=3)/[C:7](=[O:11])[NH:8]2)=[CH:4][CH:3]=1.Cl[C:21]([O:23][CH2:24][CH3:25])=[O:22].C(N(CC)CC)C. The product is [CH2:24]([O:23][C:21]([N:8]1[C:9]2[C:5](=[CH:4][CH:3]=[C:2]([Cl:1])[CH:10]=2)/[C:6](=[CH:12]/[C:13]2[CH:14]=[CH:15][C:16]([Cl:19])=[CH:17][CH:18]=2)/[C:7]1=[O:11])=[O:22])[CH3:25]. The yield is 0.730. The catalyst is ClCCl. (9) The yield is 0.490. The catalyst is N1C=CC=CC=1. The product is [C:10]([NH:9][C:3]1[C:2]([F:1])=[CH:7][N:6]=[C:5]([O:8][S:19]([C:13]2[CH:18]=[CH:17][CH:16]=[CH:15][CH:14]=2)(=[O:21])=[O:20])[N:4]=1)(=[O:12])[CH3:11]. The reactants are [F:1][C:2]1[C:3]([NH:9][C:10](=[O:12])[CH3:11])=[N:4][C:5]([OH:8])=[N:6][CH:7]=1.[C:13]1([S:19](Cl)(=[O:21])=[O:20])[CH:18]=[CH:17][CH:16]=[CH:15][CH:14]=1. (10) The reactants are [Cl:1][C:2]1[CH:7]=[C:6]([Cl:8])[CH:5]=[CH:4][C:3]=1[C@H:9]1[C:14]([C:15]([O:17][CH2:18][CH3:19])=[O:16])=[C:13]([CH2:20]Br)[NH:12][C:11]([C:22]2[S:23][CH:24]=[CH:25][N:26]=2)=[N:10]1.[NH:27]1[CH2:32][CH2:31][O:30][CH2:29][CH2:28]1. The catalyst is C(O)C. The product is [Cl:1][C:2]1[CH:7]=[C:6]([Cl:8])[CH:5]=[CH:4][C:3]=1[C@H:9]1[C:14]([C:15]([O:17][CH2:18][CH3:19])=[O:16])=[C:13]([CH2:20][N:27]2[CH2:32][CH2:31][O:30][CH2:29][CH2:28]2)[NH:12][C:11]([C:22]2[S:23][CH:24]=[CH:25][N:26]=2)=[N:10]1. The yield is 0.780.